Dataset: Reaction yield outcomes from USPTO patents with 853,638 reactions. Task: Predict the reaction yield, written as a fraction of the theoretical maximum amount of product (1.0 means a 100% yield; for example, 0.34 means a 34% yield). (1) The reactants are O.[NH2:2][NH2:3].[C:4](#[N:8])/[CH:5]=[CH:6]/[CH3:7].[C:9]1([C:17]2[CH:22]=[CH:21][CH:20]=[CH:19][CH:18]=2)[CH:14]=[CH:13][C:12]([CH:15]=O)=[CH:11][CH:10]=1.C(O[Na])(C)(C)C. The catalyst is C1COCC1.O. The product is [C:9]1([C:17]2[CH:18]=[CH:19][CH:20]=[CH:21][CH:22]=2)[CH:10]=[CH:11][C:12]([CH2:15][N:2]2[C:4]([NH2:8])=[CH:5][C:6]([CH3:7])=[N:3]2)=[CH:13][CH:14]=1. The yield is 0.340. (2) The reactants are CC(C[AlH]CC(C)C)C.[Si:10]([O:17][C@H:18]([CH2:36][CH2:37][C@H:38]([CH3:99])[CH2:39][C@H:40]([CH3:98])[C@@H:41]([O:90][Si:91]([C:94]([CH3:97])([CH3:96])[CH3:95])([CH3:93])[CH3:92])[C@@H:42]([CH3:89])/[CH:43]=[CH:44]\[C@@H:45]([O:81][Si:82]([C:85]([CH3:88])([CH3:87])[CH3:86])([CH3:84])[CH3:83])[CH2:46][C@H:47]([O:73][Si:74]([C:77]([CH3:80])([CH3:79])[CH3:78])([CH3:76])[CH3:75])[C@H:48]([CH3:72])/[CH:49]=[CH:50]/[CH2:51][O:52][C:53]([C:66]1[CH:71]=[CH:70][CH:69]=[CH:68][CH:67]=1)([C:60]1[CH:65]=[CH:64][CH:63]=[CH:62][CH:61]=1)[C:54]1[CH:59]=[CH:58][CH:57]=[CH:56][CH:55]=1)[C@@H:19]([C@@H:21]1[C@@H:26]([CH3:27])[CH2:25][O:24][CH:23]([C:28]2[CH:33]=[CH:32][C:31]([O:34][CH3:35])=[CH:30][CH:29]=2)[O:22]1)[CH3:20])([C:13]([CH3:16])([CH3:15])[CH3:14])([CH3:12])[CH3:11]. The catalyst is C(Cl)Cl. The product is [CH3:35][O:34][C:31]1[CH:30]=[CH:29][C:28]([CH2:23][O:22][C@H:21]([C@@H:19]([CH3:20])[C@H:18]([O:17][Si:10]([C:13]([CH3:14])([CH3:15])[CH3:16])([CH3:11])[CH3:12])[CH2:36][CH2:37][C@H:38]([CH3:99])[CH2:39][C@H:40]([CH3:98])[C@@H:41]([O:90][Si:91]([C:94]([CH3:97])([CH3:96])[CH3:95])([CH3:93])[CH3:92])[C@@H:42]([CH3:89])/[CH:43]=[CH:44]\[C@@H:45]([O:81][Si:82]([C:85]([CH3:86])([CH3:87])[CH3:88])([CH3:84])[CH3:83])[CH2:46][C@H:47]([O:73][Si:74]([C:77]([CH3:80])([CH3:79])[CH3:78])([CH3:76])[CH3:75])[C@H:48]([CH3:72])/[CH:49]=[CH:50]/[CH2:51][O:52][C:53]([C:54]2[CH:59]=[CH:58][CH:57]=[CH:56][CH:55]=2)([C:60]2[CH:61]=[CH:62][CH:63]=[CH:64][CH:65]=2)[C:66]2[CH:71]=[CH:70][CH:69]=[CH:68][CH:67]=2)[C@@H:26]([CH3:27])[CH2:25][OH:24])=[CH:33][CH:32]=1. The yield is 0.880. (3) The reactants are [CH:1]1[CH:6]=[CH:5][C:4]([C@@H:7]([NH2:10])[CH2:8][OH:9])=[CH:3][CH:2]=1.Cl[CH2:12]/[CH:13]=[CH:14]\[CH2:15]Cl. No catalyst specified. The product is [C:4]1([C@@H:7]([N:10]2[CH2:15][CH:14]=[CH:13][CH2:12]2)[CH2:8][OH:9])[CH:5]=[CH:6][CH:1]=[CH:2][CH:3]=1. The yield is 0.580. (4) The reactants are [NH2:1][C:2]1[N:11]=[C:10](O)[C:9]2[CH2:8][CH2:7][CH2:6][CH2:5][C:4]=2[N:3]=1.P(Cl)(Cl)([Cl:15])=O. The catalyst is C1(C)C=CC=CC=1. The product is [Cl:15][C:10]1[C:9]2[CH2:8][CH2:7][CH2:6][CH2:5][C:4]=2[N:3]=[C:2]([NH2:1])[N:11]=1. The yield is 0.600.